The task is: Predict which catalyst facilitates the given reaction.. This data is from Catalyst prediction with 721,799 reactions and 888 catalyst types from USPTO. (1) Reactant: [F:1][CH:2]([F:15])[O:3][C:4]1[CH:5]=[CH:6][C:7]([N+:12]([O-:14])=[O:13])=[C:8]([CH:11]=1)[CH:9]=O.[C:16](Br)(Br)([Br:18])[Br:17].C1(P(C2C=CC=CC=2)C2C=CC=CC=2)C=CC=CC=1. Product: [Br:17][C:16]([Br:18])=[CH:9][C:8]1[CH:11]=[C:4]([O:3][CH:2]([F:15])[F:1])[CH:5]=[CH:6][C:7]=1[N+:12]([O-:14])=[O:13]. The catalyst class is: 4. (2) Reactant: Cl[C:2]1[C:3]2[N:4]([N:16]=[CH:17][N:18]=2)[CH:5]=[C:6]([C:8]2[CH:13]=[CH:12][C:11]([Cl:14])=[CH:10][C:9]=2[Cl:15])[N:7]=1.Cl.Cl.[NH2:21][C:22]1[C:27]([C:28]#[N:29])=[CH:26][CH:25]=[C:24]([NH:30][CH2:31][CH2:32][NH2:33])[N:23]=1.C(N(CC)C(C)C)(C)C. Product: [NH2:21][C:22]1[C:27]([C:28]#[N:29])=[CH:26][CH:25]=[C:24]([NH:30][CH2:31][CH2:32][NH:33][C:2]2[C:3]3[N:4]([N:16]=[CH:17][N:18]=3)[CH:5]=[C:6]([C:8]3[CH:13]=[CH:12][C:11]([Cl:14])=[CH:10][C:9]=3[Cl:15])[N:7]=2)[N:23]=1. The catalyst class is: 16. (3) Reactant: [CH:1]1([NH:6][C:7]2[N:12]=[C:11]([C:13]3[C:14]([C:28]4[CH:33]=[CH:32][C:31]([F:34])=[CH:30][CH:29]=4)=[N:15][N:16]4[C:21]([NH:22][CH2:23][C:24]([O:26]C)=[O:25])=[CH:20][CH:19]=[CH:18][C:17]=34)[CH:10]=[C:9]([CH3:35])[N:8]=2)[CH2:5][CH2:4][CH2:3][CH2:2]1.[OH-].[Li+]. Product: [CH:1]1([NH:6][C:7]2[N:12]=[C:11]([C:13]3[C:14]([C:28]4[CH:29]=[CH:30][C:31]([F:34])=[CH:32][CH:33]=4)=[N:15][N:16]4[C:21]([NH:22][CH2:23][C:24]([OH:26])=[O:25])=[CH:20][CH:19]=[CH:18][C:17]=34)[CH:10]=[C:9]([CH3:35])[N:8]=2)[CH2:2][CH2:3][CH2:4][CH2:5]1. The catalyst class is: 83. (4) Reactant: [CH2:1]([C:3]1[CH:4]=[N:5][C:6]([O:9][C@H:10]2[C@@H:15]3[CH2:16][C@@H:12]([CH2:13][N:14]3C(OC(C)(C)C)=O)[CH2:11]2)=[N:7][CH:8]=1)[CH3:2].Cl. Product: [CH2:1]([C:3]1[CH:8]=[N:7][C:6]([O:9][C@H:10]2[C@@H:15]3[CH2:16][C@@H:12]([CH2:13][NH:14]3)[CH2:11]2)=[N:5][CH:4]=1)[CH3:2]. The catalyst class is: 817.